This data is from Reaction yield outcomes from USPTO patents with 853,638 reactions. The task is: Predict the reaction yield, written as a fraction of the theoretical maximum amount of product (1.0 means a 100% yield; for example, 0.34 means a 34% yield). (1) The reactants are Br[C:2]1[C:11]2[C:6](=[CH:7][CH:8]=[C:9]([OH:12])[CH:10]=2)[N:5]=[C:4]([C:13]2[CH:18]=[CH:17][C:16]([OH:19])=[C:15]([F:20])[CH:14]=2)[CH:3]=1.C([Sn](CCCC)(CCCC)[C:26]#[C:27][C:28]1[CH:33]=[CH:32][CH:31]=[CH:30][CH:29]=1)CCC. No catalyst specified. The product is [F:20][C:15]1[CH:14]=[C:13]([C:4]2[CH:3]=[C:2]([C:26]#[C:27][C:28]3[CH:33]=[CH:32][CH:31]=[CH:30][CH:29]=3)[C:11]3[C:6](=[CH:7][CH:8]=[C:9]([OH:12])[CH:10]=3)[N:5]=2)[CH:18]=[CH:17][C:16]=1[OH:19]. The yield is 0.920. (2) The reactants are [Cl:1][C:2]1[CH:7]=[CH:6][C:5]([C:8]2[O:9][C:10]3[CH:21]=[C:20]([N+:22]([O-:24])=[O:23])[C:19]([OH:25])=[CH:18][C:11]=3[C:12]=2[C:13]([O:15][CH2:16][CH3:17])=[O:14])=[CH:4][CH:3]=1.[F:26][C:27]([F:40])([F:39])[S:28](O[S:28]([C:27]([F:40])([F:39])[F:26])(=[O:30])=[O:29])(=[O:30])=[O:29]. The catalyst is CN(C1C=CN=CC=1)C.C(Cl)Cl. The product is [Cl:1][C:2]1[CH:3]=[CH:4][C:5]([C:8]2[O:9][C:10]3[CH:21]=[C:20]([N+:22]([O-:24])=[O:23])[C:19]([O:25][S:28]([C:27]([F:40])([F:39])[F:26])(=[O:30])=[O:29])=[CH:18][C:11]=3[C:12]=2[C:13]([O:15][CH2:16][CH3:17])=[O:14])=[CH:6][CH:7]=1. The yield is 0.800. (3) The reactants are [CH:1]([O:4][C:5]1[C:10]([O:11][CH3:12])=[CH:9][C:8]2[O:13][CH2:14][C:15]3[C:19]([C:20]([O-:22])=[O:21])=[N:18][N:17]([C:23]4[CH:27]=[CH:26][S:25][CH:24]=4)[C:16]=3[C:7]=2[CH:6]=1)([CH3:3])[CH3:2].C1COCC1.O.O[Li].O. The catalyst is CO. The product is [CH:1]([O:4][C:5]1[C:10]([O:11][CH3:12])=[CH:9][C:8]2[O:13][CH2:14][C:15]3[C:19]([C:20]([OH:22])=[O:21])=[N:18][N:17]([C:23]4[CH:27]=[CH:26][S:25][CH:24]=4)[C:16]=3[C:7]=2[CH:6]=1)([CH3:3])[CH3:2]. The yield is 0.790. (4) The reactants are CC1(C)COB([C:8]2[CH:29]=[CH:28][C:11]3[C:12]4[N:16]([CH2:17][CH2:18][O:19][C:10]=3[CH:9]=2)[CH:15]=[C:14]([C:20]2[N:21]([CH:25]([CH3:27])[CH3:26])[N:22]=[CH:23][N:24]=2)[N:13]=4)OC1.C(Cl)Cl.C(=O)([O-])[O-].[Cs+].[Cs+].[C:40]([O:44][C:45]([N:47]1[CH:52]2[CH2:53][CH2:54][CH:48]1[CH:49]=[C:50](OS(C(F)(F)F)(=O)=O)[CH2:51]2)=[O:46])([CH3:43])([CH3:42])[CH3:41]. The catalyst is COCCOC.O. The product is [C:40]([O:44][C:45]([N:47]1[CH:52]2[CH2:53][CH2:54][CH:48]1[CH:49]=[C:50]([C:8]1[CH:29]=[CH:28][C:11]3[C:12]4[N:16]([CH2:17][CH2:18][O:19][C:10]=3[CH:9]=1)[CH:15]=[C:14]([C:20]1[N:21]([CH:25]([CH3:27])[CH3:26])[N:22]=[CH:23][N:24]=1)[N:13]=4)[CH2:51]2)=[O:46])([CH3:43])([CH3:41])[CH3:42]. The yield is 0.630.